From a dataset of CYP1A2 inhibition data for predicting drug metabolism from PubChem BioAssay. Regression/Classification. Given a drug SMILES string, predict its absorption, distribution, metabolism, or excretion properties. Task type varies by dataset: regression for continuous measurements (e.g., permeability, clearance, half-life) or binary classification for categorical outcomes (e.g., BBB penetration, CYP inhibition). Dataset: cyp1a2_veith. (1) The molecule is O=c1c(-c2cc(F)cc(F)c2)nc2cncnc2n1C1CC1. The result is 1 (inhibitor). (2) The compound is CCn1c(SCc2ccc([N+](=O)[O-])cc2)nnc1C(C)NC(=O)c1ccccc1Br. The result is 0 (non-inhibitor).